Dataset: Reaction yield outcomes from USPTO patents with 853,638 reactions. Task: Predict the reaction yield, written as a fraction of the theoretical maximum amount of product (1.0 means a 100% yield; for example, 0.34 means a 34% yield). The reactants are C1C=CC2N(O)N=NC=2C=1.Cl.Cl.[CH3:13][C:14]1[N:18]2[C:19](=[O:28])[N:20]([CH:22]3[CH2:27][CH2:26][NH:25][CH2:24][CH2:23]3)[CH2:21][C:17]2=[CH:16][N:15]=1.[C:29]([O:33][C:34]([NH:36][C@H:37]([CH2:41][S:42][C:43]1[CH:52]=[CH:51][C:50]2[C:45](=[CH:46][CH:47]=[C:48]([Cl:53])[CH:49]=2)[CH:44]=1)[C:38](O)=[O:39])=[O:35])([CH3:32])([CH3:31])[CH3:30].CCN=C=NCCCN(C)C. The catalyst is C(#N)C.C(N(CC)CC)C. The product is [Cl:53][C:48]1[CH:49]=[C:50]2[C:45](=[CH:46][CH:47]=1)[CH:44]=[C:43]([S:42][CH2:41][C@@H:37]([NH:36][C:34](=[O:35])[O:33][C:29]([CH3:31])([CH3:30])[CH3:32])[C:38]([N:25]1[CH2:26][CH2:27][CH:22]([N:20]3[CH2:21][C:17]4=[CH:16][N:15]=[C:14]([CH3:13])[N:18]4[C:19]3=[O:28])[CH2:23][CH2:24]1)=[O:39])[CH:52]=[CH:51]2. The yield is 0.450.